This data is from Catalyst prediction with 721,799 reactions and 888 catalyst types from USPTO. The task is: Predict which catalyst facilitates the given reaction. (1) Reactant: [F:1][C@H:2]1[C@@H:7]([NH:8][C:9]([O:11][CH3:12])=[O:10])[CH2:6][CH2:5][N:4](C(OC(C)(C)C)=O)[CH2:3]1.C(O)(C(F)(F)F)=O. Product: [CH3:12][O:11][C:9](=[O:10])[NH:8][C@H:7]1[CH2:6][CH2:5][NH:4][CH2:3][C@H:2]1[F:1]. The catalyst class is: 2. (2) The catalyst class is: 19. Product: [CH3:3][N:2]([CH2:4][CH:5]1[CH:6]([C:13]2[CH:14]=[C:15]([OH:19])[CH:16]=[CH:17][CH:18]=2)[CH2:7][CH:8]2[CH2:12][CH:11]1[CH2:10][CH2:9]2)[CH3:1]. Reactant: [CH3:1][N:2]([CH2:4][CH:5]1[CH:11]2[CH2:12][CH:8]([CH2:9][CH2:10]2)[CH:7]=[C:6]1[C:13]1[CH:14]=[C:15]([OH:19])[CH:16]=[CH:17][CH:18]=1)[CH3:3]. (3) Reactant: [CH3:1][Si:2]([C:5]#[CH:6])([CH3:4])[CH3:3].[Li]CCCC.[F:12][C:13]([F:18])([F:17])[C:14]([CH3:16])=[O:15].[NH4+].[Cl-]. Product: [F:12][C:13]([F:18])([F:17])[C:14]([CH3:16])([OH:15])[C:6]#[C:5][Si:2]([CH3:4])([CH3:3])[CH3:1]. The catalyst class is: 28. (4) Reactant: [F:1][C:2]1[CH:3]=[C:4]([C:14](=O)[CH3:15])[CH:5]=[C:6]([N:8]2[CH2:13][CH2:12][O:11][CH2:10][CH2:9]2)[CH:7]=1.CC[N:19](CC)CC. Product: [F:1][C:2]1[CH:3]=[C:4]([CH:14]([NH2:19])[CH3:15])[CH:5]=[C:6]([N:8]2[CH2:13][CH2:12][O:11][CH2:10][CH2:9]2)[CH:7]=1. The catalyst class is: 14. (5) Reactant: [CH:1]1([C:4]([C:6]2[CH:7]=[N:8][C:9]3[C:14]([C:15]=2[NH:16][CH:17]2[CH2:22][CH2:21][C:20]([N:24](CC=C)CC=C)([CH3:23])[CH2:19][CH2:18]2)=[CH:13][C:12]([C:31]2[CH:36]=[C:35]([Cl:37])[C:34]([OH:38])=[C:33]([Cl:39])[CH:32]=2)=[CH:11][CH:10]=3)=[O:5])[CH2:3][CH2:2]1. Product: [NH2:24][C:20]1([CH3:23])[CH2:19][CH2:18][CH:17]([NH:16][C:15]2[C:14]3[C:9](=[CH:10][CH:11]=[C:12]([C:31]4[CH:36]=[C:35]([Cl:37])[C:34]([OH:38])=[C:33]([Cl:39])[CH:32]=4)[CH:13]=3)[N:8]=[CH:7][C:6]=2[C:4]([CH:1]2[CH2:2][CH2:3]2)=[O:5])[CH2:22][CH2:21]1. The catalyst class is: 77. (6) Reactant: [CH3:1][C:2]1([CH3:21])[C:6]([CH3:8])([CH3:7])[CH2:5][C:4]([C:9]2[CH:14]=[CH:13][CH:12]=[CH:11][C:10]=2[N:15]2[CH2:20][CH2:19][NH:18][CH2:17][CH2:16]2)=[CH:3]1.[CH:22](=O)[CH:23]([CH3:25])[CH3:24].C(O[BH-](OC(=O)C)OC(=O)C)(=O)C.[Na+].C(O)(=O)C.C(=O)([O-])O.[Na+]. Product: [CH2:22]([N:18]1[CH2:17][CH2:16][N:15]([C:10]2[CH:11]=[CH:12][CH:13]=[CH:14][C:9]=2[C:4]2[CH2:5][C:6]([CH3:7])([CH3:8])[C:2]([CH3:21])([CH3:1])[CH:3]=2)[CH2:20][CH2:19]1)[CH:23]([CH3:25])[CH3:24]. The catalyst class is: 54.